This data is from Peptide-MHC class II binding affinity with 134,281 pairs from IEDB. The task is: Regression. Given a peptide amino acid sequence and an MHC pseudo amino acid sequence, predict their binding affinity value. This is MHC class II binding data. (1) The peptide sequence is EVFFQRLGIASGRARY. The MHC is DRB1_0802 with pseudo-sequence DRB1_0802. The binding affinity (normalized) is 0.520. (2) The peptide sequence is KSRTLKSFFAWSLSD. The MHC is DRB1_0901 with pseudo-sequence DRB1_0901. The binding affinity (normalized) is 0.372. (3) The peptide sequence is INLIGRGGDEALTGF. The MHC is DRB1_1501 with pseudo-sequence DRB1_1501. The binding affinity (normalized) is 0.506. (4) The peptide sequence is SDVLEMYKAIGGKIYIVDGD. The MHC is DRB1_0101 with pseudo-sequence DRB1_0101. The binding affinity (normalized) is 0.851. (5) The peptide sequence is TFHVEKGSNPNYLAL. The MHC is DRB1_1001 with pseudo-sequence DRB1_1001. The binding affinity (normalized) is 0.621. (6) The peptide sequence is YQSYGPSGQYTHEFD. The MHC is HLA-DPA10201-DPB11401 with pseudo-sequence HLA-DPA10201-DPB11401. The binding affinity (normalized) is 0.146.